From a dataset of Reaction yield outcomes from USPTO patents with 853,638 reactions. Predict the reaction yield, written as a fraction of the theoretical maximum amount of product (1.0 means a 100% yield; for example, 0.34 means a 34% yield). The reactants are [OH:1][C:2]1[CH:11]=[C:10]([CH3:12])[C:9]2[C:4](=[CH:5][CH:6]=[CH:7][CH:8]=2)[N:3]=1.[I-].C[N+]1C=CN([C:20](=[O:29])[N:21]([CH3:28])[C:22]2[CH:27]=[CH:26][CH:25]=[CH:24][CH:23]=2)C=1.C(N(CC)CC)C. The catalyst is C(#N)C. The product is [CH3:12][C:10]1[C:9]2[C:4](=[CH:5][CH:6]=[CH:7][CH:8]=2)[N:3]=[C:2]([O:1][C:20](=[O:29])[N:21]([CH3:28])[C:22]2[CH:27]=[CH:26][CH:25]=[CH:24][CH:23]=2)[CH:11]=1. The yield is 0.270.